Dataset: Catalyst prediction with 721,799 reactions and 888 catalyst types from USPTO. Task: Predict which catalyst facilitates the given reaction. (1) Reactant: Cl.[NH2:2][C:3]1[CH:7]=[CH:6][NH:5][C:4]=1[C:8]([O:10][CH2:11][CH3:12])=[O:9].CCN(C(C)C)C(C)C.CC(O)=O.[Cl:26][C:27]1[CH:34]=[CH:33][C:30]([CH:31]=O)=[C:29]([C:35]2([CH3:40])[O:39][CH2:38][CH2:37][O:36]2)[CH:28]=1.[B-]C#N.[Na+]. Product: [Cl:26][C:27]1[CH:34]=[CH:33][C:30]([CH2:31][NH:2][C:3]2[CH:7]=[CH:6][NH:5][C:4]=2[C:8]([O:10][CH2:11][CH3:12])=[O:9])=[C:29]([C:35]2([CH3:40])[O:36][CH2:37][CH2:38][O:39]2)[CH:28]=1. The catalyst class is: 14. (2) Product: [Br:1][C:13]1[CH:12]=[C:11]([C:15]#[N:16])[N:10]([CH3:9])[CH:14]=1. The catalyst class is: 9. Reactant: [Br:1]N1C(=O)CCC1=O.[CH3:9][N:10]1[CH:14]=[CH:13][CH:12]=[C:11]1[C:15]#[N:16].